Dataset: Reaction yield outcomes from USPTO patents with 853,638 reactions. Task: Predict the reaction yield, written as a fraction of the theoretical maximum amount of product (1.0 means a 100% yield; for example, 0.34 means a 34% yield). (1) The reactants are [CH2:1]([Mg]Br)[CH:2]=C.[Br:6][C:7]1[CH:14]=[CH:13][CH:12]=[CH:11][C:8]=1[CH:9]=[O:10]. The catalyst is C1COCC1. The product is [Br:6][C:7]1[CH:14]=[CH:13][CH:12]=[CH:11][C:8]=1[CH:9]([OH:10])[CH:1]=[CH2:2]. The yield is 0.910. (2) The reactants are I[C:2]1[CH:3]=[N:4][CH:5]=[CH:6][CH:7]=1.C1COCC1.[Li]C(C)(C)C.Br[C:19]1[S:23][C:22]([C:24]2[N:28]3[N:29]=[C:30]([CH3:38])[CH:31]=[C:32]([CH:33]([CH2:36][CH3:37])[CH2:34][CH3:35])[C:27]3=[N:26][C:25]=2[CH3:39])=[C:21]([O:40][CH3:41])[CH:20]=1. The catalyst is CCOC(C)=O.[Cl-].[Cl-].[Zn+2].C1C=CC([P]([Pd]([P](C2C=CC=CC=2)(C2C=CC=CC=2)C2C=CC=CC=2)([P](C2C=CC=CC=2)(C2C=CC=CC=2)C2C=CC=CC=2)[P](C2C=CC=CC=2)(C2C=CC=CC=2)C2C=CC=CC=2)(C2C=CC=CC=2)C2C=CC=CC=2)=CC=1. The product is [CH2:34]([CH:33]([C:32]1[C:27]2[N:28]([C:24]([C:22]3[S:23][C:19]([C:2]4[CH:3]=[N:4][CH:5]=[CH:6][CH:7]=4)=[CH:20][C:21]=3[O:40][CH3:41])=[C:25]([CH3:39])[N:26]=2)[N:29]=[C:30]([CH3:38])[CH:31]=1)[CH2:36][CH3:37])[CH3:35]. The yield is 0.610. (3) The reactants are Br[C:2]1[CH:24]=[N:23][C:5]2[N:6]([CH2:15][O:16][CH2:17][CH2:18][Si:19]([CH3:22])([CH3:21])[CH3:20])[C:7]3[CH:12]=[N:11][C:10]([C:13]#[N:14])=[CH:9][C:8]=3[C:4]=2[CH:3]=1.[C:25](=O)([O:27]C(C)(C)C)[NH2:26].C(=O)([O-])[O-].[Cs+].[Cs+].C1(P(C2C=CC=CC=2)C2C3OC4[C:52](=CC=CC=4P(C4C=CC=CC=4)C4C=CC=CC=4)[C:51]([CH3:74])([CH3:73])C=3C=CC=2)C=CC=CC=1. The catalyst is O1CCOCC1.C1C=CC(/C=C/C(/C=C/C2C=CC=CC=2)=O)=CC=1.C1C=CC(/C=C/C(/C=C/C2C=CC=CC=2)=O)=CC=1.C1C=CC(/C=C/C(/C=C/C2C=CC=CC=2)=O)=CC=1.[Pd].[Pd]. The product is [C:51]([C:2]1[C:24]([N:26]=[C:25]=[O:27])=[N:23][C:5]2[N:6]([CH2:15][O:16][CH2:17][CH2:18][Si:19]([CH3:22])([CH3:21])[CH3:20])[C:7]3[CH:12]=[N:11][C:10]([C:13]#[N:14])=[CH:9][C:8]=3[C:4]=2[CH:3]=1)([CH3:52])([CH3:73])[CH3:74]. The yield is 0.800. (4) The reactants are Cl[C:2]1[C:3]2[CH:10]=[CH:9][N:8]([CH:11]([C:15]3[CH:20]=[CH:19][CH:18]=[CH:17][CH:16]=3)[CH2:12][CH2:13][Cl:14])[C:4]=2[N:5]=[CH:6][N:7]=1. The catalyst is CCOC(C)=O.[Pd]. The product is [Cl:14][CH2:13][CH2:12][CH:11]([N:8]1[C:4]2[N:5]=[CH:6][N:7]=[CH:2][C:3]=2[CH:10]=[CH:9]1)[C:15]1[CH:20]=[CH:19][CH:18]=[CH:17][CH:16]=1. The yield is 0.830. (5) The reactants are [CH3:1][C:2]1[N:3]([CH2:31][C:32]2[CH:41]=[CH:40][CH:39]=[CH:38][C:33]=2[C:34]([O:36]C)=[O:35])[C:4](=[O:30])[C:5]([CH2:11][C:12]2[CH:17]=[CH:16][C:15]([C:18]3[CH:23]=[CH:22][CH:21]=[CH:20][C:19]=3[C:24]3[NH:28][C:27](=[O:29])[O:26][N:25]=3)=[CH:14][CH:13]=2)=[C:6]([CH2:8][CH2:9][CH3:10])[N:7]=1.[OH-].[Na+].CO.Cl. The catalyst is O. The product is [CH3:1][C:2]1[N:3]([CH2:31][C:32]2[CH:41]=[CH:40][CH:39]=[CH:38][C:33]=2[C:34]([OH:36])=[O:35])[C:4](=[O:30])[C:5]([CH2:11][C:12]2[CH:13]=[CH:14][C:15]([C:18]3[CH:23]=[CH:22][CH:21]=[CH:20][C:19]=3[C:24]3[NH:28][C:27](=[O:29])[O:26][N:25]=3)=[CH:16][CH:17]=2)=[C:6]([CH2:8][CH2:9][CH3:10])[N:7]=1. The yield is 0.800. (6) The reactants are [Cl:1][C:2]1[CH:7]=[CH:6][C:5]([C:8]2[O:9][C:10]([O:16][CH2:17][CH3:18])=[C:11]([C:13]([NH2:15])=O)[N:12]=2)=[CH:4][CH:3]=1.COC1C=CC(P2(SP(C3C=CC(OC)=CC=3)(=S)S2)=[S:28])=CC=1. The catalyst is C1COCC1. The product is [Cl:1][C:2]1[CH:7]=[CH:6][C:5]([C:8]2[O:9][C:10]([O:16][CH2:17][CH3:18])=[C:11]([C:13](=[S:28])[NH2:15])[N:12]=2)=[CH:4][CH:3]=1. The yield is 0.0600. (7) The reactants are C([Li])CCC.[CH3:6][O:7][C:8]1[CH:13]=[CH:12][CH:11]=[CH:10][C:9]=1[NH:14][C:15](=[O:20])[C:16]([CH3:19])([CH3:18])[CH3:17].[C:21](=[O:23])=[O:22].Cl. The catalyst is O1CCCC1. The product is [CH3:6][O:7][C:8]1[C:9]([NH:14][C:15](=[O:20])[C:16]([CH3:17])([CH3:19])[CH3:18])=[C:10]([CH:11]=[CH:12][CH:13]=1)[C:21]([OH:23])=[O:22]. The yield is 0.630. (8) The reactants are [Br:1][C:2]1[CH:7]=[CH:6][C:5]([C:8](=[O:10])[CH3:9])=[CH:4][CH:3]=1.[CH3:11][N:12]([CH:14](OC)OC)[CH3:13]. No catalyst specified. The product is [Br:1][C:2]1[CH:7]=[CH:6][C:5]([C:8](=[O:10])/[CH:9]=[CH:11]/[N:12]([CH3:14])[CH3:13])=[CH:4][CH:3]=1. The yield is 0.610. (9) The product is [OH:1][C:2]1[CH:3]=[CH:4][C:5]2[CH2:6][C@H:7]3[N:18]([C:29]([O:28][CH2:27][C:24]4[CH:25]=[CH:26][CH:21]=[CH:22][CH:23]=4)=[O:30])[CH2:17][CH2:16][C@@:13]4([C:14]=2[CH:15]=1)[C@H:8]3[CH2:9][CH2:10][CH2:11][CH2:12]4. The yield is 0.990. The catalyst is O1CCOCC1.O. The reactants are [OH:1][C:2]1[CH:3]=[CH:4][C:5]2[CH2:6][C@H:7]3[NH:18][CH2:17][CH2:16][C@@:13]4([C:14]=2[CH:15]=1)[C@H:8]3[CH2:9][CH2:10][CH2:11][CH2:12]4.[OH-].[Na+].[CH:21]1[CH:26]=[CH:25][C:24]([CH2:27][O:28][C:29](Cl)=[O:30])=[CH:23][CH:22]=1.